From a dataset of NCI-60 drug combinations with 297,098 pairs across 59 cell lines. Regression. Given two drug SMILES strings and cell line genomic features, predict the synergy score measuring deviation from expected non-interaction effect. (1) Drug 1: C1C(C(OC1N2C=NC3=C(N=C(N=C32)Cl)N)CO)O. Drug 2: CC(C)NC(=O)C1=CC=C(C=C1)CNNC.Cl. Cell line: NCI-H522. Synergy scores: CSS=21.8, Synergy_ZIP=-8.75, Synergy_Bliss=-2.10, Synergy_Loewe=-24.1, Synergy_HSA=-3.39. (2) Drug 1: C1=C(C(=O)NC(=O)N1)N(CCCl)CCCl. Drug 2: C1C(C(OC1N2C=NC3=C2NC=NCC3O)CO)O. Cell line: PC-3. Synergy scores: CSS=10.4, Synergy_ZIP=-4.45, Synergy_Bliss=-0.643, Synergy_Loewe=-3.22, Synergy_HSA=-0.476.